From a dataset of NCI-60 drug combinations with 297,098 pairs across 59 cell lines. Regression. Given two drug SMILES strings and cell line genomic features, predict the synergy score measuring deviation from expected non-interaction effect. (1) Drug 1: C1=CN(C(=O)N=C1N)C2C(C(C(O2)CO)O)O.Cl. Drug 2: CC=C1C(=O)NC(C(=O)OC2CC(=O)NC(C(=O)NC(CSSCCC=C2)C(=O)N1)C(C)C)C(C)C. Cell line: OVCAR-4. Synergy scores: CSS=14.4, Synergy_ZIP=-3.81, Synergy_Bliss=2.07, Synergy_Loewe=-31.5, Synergy_HSA=-1.88. (2) Drug 1: CC1=CC2C(CCC3(C2CCC3(C(=O)C)OC(=O)C)C)C4(C1=CC(=O)CC4)C. Drug 2: C1=CC(=CC=C1CC(C(=O)O)N)N(CCCl)CCCl.Cl. Cell line: MDA-MB-435. Synergy scores: CSS=-3.53, Synergy_ZIP=5.39, Synergy_Bliss=7.07, Synergy_Loewe=0.164, Synergy_HSA=0.585. (3) Drug 1: C1=NC2=C(N=C(N=C2N1C3C(C(C(O3)CO)O)F)Cl)N. Drug 2: CCC1(C2=C(COC1=O)C(=O)N3CC4=CC5=C(C=CC(=C5CN(C)C)O)N=C4C3=C2)O.Cl. Cell line: T-47D. Synergy scores: CSS=32.9, Synergy_ZIP=1.53, Synergy_Bliss=1.79, Synergy_Loewe=-2.96, Synergy_HSA=4.51. (4) Drug 1: C1CCC(C1)C(CC#N)N2C=C(C=N2)C3=C4C=CNC4=NC=N3. Drug 2: CS(=O)(=O)OCCCCOS(=O)(=O)C. Cell line: RPMI-8226. Synergy scores: CSS=4.40, Synergy_ZIP=-0.468, Synergy_Bliss=4.60, Synergy_Loewe=-6.52, Synergy_HSA=-4.97. (5) Drug 1: CC1=C(N=C(N=C1N)C(CC(=O)N)NCC(C(=O)N)N)C(=O)NC(C(C2=CN=CN2)OC3C(C(C(C(O3)CO)O)O)OC4C(C(C(C(O4)CO)O)OC(=O)N)O)C(=O)NC(C)C(C(C)C(=O)NC(C(C)O)C(=O)NCCC5=NC(=CS5)C6=NC(=CS6)C(=O)NCCC[S+](C)C)O. Drug 2: CC1C(C(CC(O1)OC2CC(CC3=C2C(=C4C(=C3O)C(=O)C5=C(C4=O)C(=CC=C5)OC)O)(C(=O)CO)O)N)O.Cl. Cell line: K-562. Synergy scores: CSS=39.2, Synergy_ZIP=-3.52, Synergy_Bliss=-4.37, Synergy_Loewe=-3.22, Synergy_HSA=-0.925. (6) Drug 1: CC(C)NC(=O)C1=CC=C(C=C1)CNNC.Cl. Drug 2: CC12CCC3C(C1CCC2OP(=O)(O)O)CCC4=C3C=CC(=C4)OC(=O)N(CCCl)CCCl.[Na+]. Cell line: A549. Synergy scores: CSS=6.58, Synergy_ZIP=-3.01, Synergy_Bliss=-0.529, Synergy_Loewe=0.958, Synergy_HSA=1.02. (7) Drug 1: CC1=C(C=C(C=C1)C(=O)NC2=CC(=CC(=C2)C(F)(F)F)N3C=C(N=C3)C)NC4=NC=CC(=N4)C5=CN=CC=C5. Drug 2: CC1C(C(CC(O1)OC2CC(CC3=C2C(=C4C(=C3O)C(=O)C5=CC=CC=C5C4=O)O)(C(=O)C)O)N)O. Cell line: HCC-2998. Synergy scores: CSS=60.7, Synergy_ZIP=-0.455, Synergy_Bliss=-2.34, Synergy_Loewe=-33.5, Synergy_HSA=-2.58.